Dataset: NCI-60 drug combinations with 297,098 pairs across 59 cell lines. Task: Regression. Given two drug SMILES strings and cell line genomic features, predict the synergy score measuring deviation from expected non-interaction effect. (1) Drug 1: CS(=O)(=O)C1=CC(=C(C=C1)C(=O)NC2=CC(=C(C=C2)Cl)C3=CC=CC=N3)Cl. Drug 2: CN1C2=C(C=C(C=C2)N(CCCl)CCCl)N=C1CCCC(=O)O.Cl. Cell line: SF-268. Synergy scores: CSS=25.7, Synergy_ZIP=3.07, Synergy_Bliss=9.82, Synergy_Loewe=3.60, Synergy_HSA=4.59. (2) Drug 1: CC(C1=C(C=CC(=C1Cl)F)Cl)OC2=C(N=CC(=C2)C3=CN(N=C3)C4CCNCC4)N. Drug 2: C1=NC2=C(N1)C(=S)N=CN2. Cell line: CCRF-CEM. Synergy scores: CSS=63.4, Synergy_ZIP=-7.71, Synergy_Bliss=-7.12, Synergy_Loewe=-9.01, Synergy_HSA=-5.61. (3) Drug 1: C1=NC2=C(N1)C(=S)N=C(N2)N. Drug 2: C1=NC2=C(N1)C(=S)N=CN2. Cell line: SK-MEL-5. Synergy scores: CSS=38.8, Synergy_ZIP=-2.25, Synergy_Bliss=-0.398, Synergy_Loewe=-6.50, Synergy_HSA=0.365.